From a dataset of NCI-60 drug combinations with 297,098 pairs across 59 cell lines. Regression. Given two drug SMILES strings and cell line genomic features, predict the synergy score measuring deviation from expected non-interaction effect. (1) Drug 1: CC1=C(C(=CC=C1)Cl)NC(=O)C2=CN=C(S2)NC3=CC(=NC(=N3)C)N4CCN(CC4)CCO. Drug 2: C1CNP(=O)(OC1)N(CCCl)CCCl. Cell line: HL-60(TB). Synergy scores: CSS=6.49, Synergy_ZIP=4.60, Synergy_Bliss=4.81, Synergy_Loewe=-2.69, Synergy_HSA=1.09. (2) Drug 1: CCN(CC)CCCC(C)NC1=C2C=C(C=CC2=NC3=C1C=CC(=C3)Cl)OC. Drug 2: C1CN(CCN1C(=O)CCBr)C(=O)CCBr. Cell line: OVCAR-4. Synergy scores: CSS=6.35, Synergy_ZIP=-3.41, Synergy_Bliss=0.561, Synergy_Loewe=-6.03, Synergy_HSA=-3.50. (3) Drug 1: CNC(=O)C1=NC=CC(=C1)OC2=CC=C(C=C2)NC(=O)NC3=CC(=C(C=C3)Cl)C(F)(F)F. Drug 2: CN1C2=C(C=C(C=C2)N(CCCl)CCCl)N=C1CCCC(=O)O.Cl. Cell line: MDA-MB-435. Synergy scores: CSS=4.00, Synergy_ZIP=6.98, Synergy_Bliss=7.98, Synergy_Loewe=2.26, Synergy_HSA=1.97.